The task is: Predict which catalyst facilitates the given reaction.. This data is from Catalyst prediction with 721,799 reactions and 888 catalyst types from USPTO. (1) Reactant: [Cl:1][C:2]1[C:7]2[C:8](=[O:22])[N:9]([CH2:11][C:12]3[CH:17]=[CH:16][C:15]([O:18][CH3:19])=[CH:14][C:13]=3[O:20][CH3:21])[CH2:10][C:6]=2[C:5]([F:23])=[C:4](Cl)[N:3]=1.[O:25]1[CH2:30][CH2:29][C@@H:28]([NH2:31])[C@@H:27]([NH2:32])[CH2:26]1.CCN(C(C)C)C(C)C. Product: [NH2:32][C@@H:27]1[C@H:28]([NH:31][C:4]2[N:3]=[C:2]([Cl:1])[C:7]3[C:8](=[O:22])[N:9]([CH2:11][C:12]4[CH:17]=[CH:16][C:15]([O:18][CH3:19])=[CH:14][C:13]=4[O:20][CH3:21])[CH2:10][C:6]=3[C:5]=2[F:23])[CH2:29][CH2:30][O:25][CH2:26]1. The catalyst class is: 10. (2) Reactant: [Br:1][C:2]1[C:3]([N:18]2[CH2:21][C:20]([CH3:23])([CH3:22])[CH2:19]2)=[C:4]([C@H:10]([OH:17])[C:11]([O:13][CH:14]([CH3:16])[CH3:15])=[O:12])[C:5]([CH3:9])=[N:6][C:7]=1[CH3:8]. Product: [Br:1][C:2]1[C:3]([N:18]2[CH2:21][C:20]([CH3:23])([CH3:22])[CH2:19]2)=[C:4]([C@H:10]([O:17][C:4]([CH3:10])([CH3:5])[CH3:3])[C:11]([O:13][CH:14]([CH3:16])[CH3:15])=[O:12])[C:5]([CH3:9])=[N:6][C:7]=1[CH3:8]. The catalyst class is: 2. (3) The catalyst class is: 3. Product: [CH:20]([N:23]1[CH2:28][CH2:27][N:26]([C:2]2[CH:7]=[CH:6][C:5]([N+:8]([O-:10])=[O:9])=[CH:4][CH:3]=2)[CH2:25][CH2:24]1)([CH3:22])[CH3:21]. Reactant: F[C:2]1[CH:7]=[CH:6][C:5]([N+:8]([O-:10])=[O:9])=[CH:4][CH:3]=1.CCN(C(C)C)C(C)C.[CH:20]([N:23]1[CH2:28][CH2:27][NH:26][CH2:25][CH2:24]1)([CH3:22])[CH3:21].